Dataset: Catalyst prediction with 721,799 reactions and 888 catalyst types from USPTO. Task: Predict which catalyst facilitates the given reaction. (1) Reactant: [CH3:1][O:2][CH2:3][CH2:4][CH2:5][CH2:6][N:7]1[C:12]2[CH:13]=[C:14]([C:21]([NH:23][C@@H:24]3[C@H:29]([C:30]4[CH:35]=[CH:34][CH:33]=[CH:32][CH:31]=4)[CH2:28][CH2:27][N:26]([C:36]([O:38][C:39]([CH3:42])([CH3:41])[CH3:40])=[O:37])[CH2:25]3)=[O:22])[C:15]([C:17]([F:20])([F:19])[F:18])=[CH:16][C:11]=2[O:10][C:9]([CH3:44])([CH3:43])[C:8]1=[O:45].[H-].[Na+].[CH2:48](I)[CH3:49].[Cl-].[NH4+]. Product: [CH2:48]([N:23]([C:21]([C:14]1[C:15]([C:17]([F:18])([F:20])[F:19])=[CH:16][C:11]2[O:10][C:9]([CH3:44])([CH3:43])[C:8](=[O:45])[N:7]([CH2:6][CH2:5][CH2:4][CH2:3][O:2][CH3:1])[C:12]=2[CH:13]=1)=[O:22])[C@@H:24]1[C@H:29]([C:30]2[CH:31]=[CH:32][CH:33]=[CH:34][CH:35]=2)[CH2:28][CH2:27][N:26]([C:36]([O:38][C:39]([CH3:40])([CH3:42])[CH3:41])=[O:37])[CH2:25]1)[CH3:49]. The catalyst class is: 3. (2) Reactant: [O:1]1[C:5]2[CH:6]=[CH:7][C:8]([C:10]3([C:13]([NH:15][C:16]4[CH:17]=[C:18]5[C:22](=[CH:23][CH:24]=4)[NH:21][C:20]([C:25](O)=[O:26])=[CH:19]5)=[O:14])[CH2:12][CH2:11]3)=[CH:9][C:4]=2[O:3][CH2:2]1.[CH3:28][C:29]([NH2:32])([CH3:31])[CH3:30].C(N(CC)CC)C.F[P-](F)(F)(F)(F)F.N1(OC(N(C)C)=[N+](C)C)C2N=CC=CC=2N=N1. Product: [O:1]1[C:5]2[CH:6]=[CH:7][C:8]([C:10]3([C:13]([NH:15][C:16]4[CH:17]=[C:18]5[C:22](=[CH:23][CH:24]=4)[NH:21][C:20]([C:25]([NH:32][C:29]([CH3:31])([CH3:30])[CH3:28])=[O:26])=[CH:19]5)=[O:14])[CH2:12][CH2:11]3)=[CH:9][C:4]=2[O:3][CH2:2]1. The catalyst class is: 9. (3) Reactant: I[C:2]1[CH:10]=[CH:9][C:8]([N+:11]([O-:13])=[O:12])=[CH:7][C:3]=1[C:4]([NH2:6])=[O:5].C(=O)([O-])[O-].[Na+].[Na+].[S:20]1[C:24]2[CH:25]=[CH:26][CH:27]=[CH:28][C:23]=2[CH:22]=[C:21]1B(O)O. Product: [S:20]1[C:24]2[CH:25]=[CH:26][CH:27]=[CH:28][C:23]=2[CH:22]=[C:21]1[C:2]1[CH:10]=[CH:9][C:8]([N+:11]([O-:13])=[O:12])=[CH:7][C:3]=1[C:4]([NH2:6])=[O:5]. The catalyst class is: 658. (4) Reactant: [CH2:1]([NH2:8])[C:2]1[CH:7]=[CH:6][CH:5]=[CH:4][CH:3]=1.[OH:9][CH2:10][CH2:11][CH2:12][NH:13][C:14]1[C:15]2[N:16]([C:28]([CH:31]=O)=[CH:29][N:30]=2)[C:17]2[C:22]([N:23]=1)=[CH:21][C:20]([C:24]([F:27])([F:26])[F:25])=[CH:19][CH:18]=2.[BH4-].[Na+]. Product: [CH2:1]([NH:8][CH2:31][C:28]1[N:16]2[C:17]3[C:22]([N:23]=[C:14]([NH:13][CH2:12][CH2:11][CH2:10][OH:9])[C:15]2=[N:30][CH:29]=1)=[CH:21][C:20]([C:24]([F:26])([F:27])[F:25])=[CH:19][CH:18]=3)[C:2]1[CH:7]=[CH:6][CH:5]=[CH:4][CH:3]=1. The catalyst class is: 5. (5) Reactant: Cl[CH2:2][C:3](=[O:5])[CH3:4].[CH2:6]([O:8][C:9](=[O:27])[CH2:10][C:11]([C:13]1[CH:18]=[CH:17][CH:16]=[C:15]([O:19][CH2:20][C:21]2[CH:26]=[CH:25][CH:24]=[CH:23][CH:22]=2)[CH:14]=1)=[O:12])[CH3:7].C(=O)([O-])[O-].[K+].[K+].[I-].[K+]. Product: [CH2:6]([O:8][C:9](=[O:27])[CH:10]([C:11](=[O:12])[C:13]1[CH:18]=[CH:17][CH:16]=[C:15]([O:19][CH2:20][C:21]2[CH:22]=[CH:23][CH:24]=[CH:25][CH:26]=2)[CH:14]=1)[CH2:2][C:3](=[O:5])[CH3:4])[CH3:7]. The catalyst class is: 21. (6) Reactant: [Br:1][C:2]1[CH:3]=[CH:4][C:5](I)=[N:6][CH:7]=1.[CH3:9][N:10]([CH3:16])[C@H:11]1[CH2:15][CH2:14][NH:13][CH2:12]1. Product: [Br:1][C:2]1[CH:3]=[CH:4][C:5]([N:13]2[CH2:14][CH2:15][C@H:11]([N:10]([CH3:16])[CH3:9])[CH2:12]2)=[N:6][CH:7]=1. The catalyst class is: 3.